Dataset: Full USPTO retrosynthesis dataset with 1.9M reactions from patents (1976-2016). Task: Predict the reactants needed to synthesize the given product. (1) Given the product [I:1][C:10]1[CH:9]=[C:8]([C@H:11]2[CH2:12][C@H:13]([C:15]([O:17][CH3:18])=[O:16])[CH2:14]2)[CH:7]=[CH:6][C:5]=1[O:4][CH3:3], predict the reactants needed to synthesize it. The reactants are: [I:1]I.[CH3:3][O:4][C:5]1[CH:10]=[CH:9][C:8]([C@H:11]2[CH2:14][C@H:13]([C:15]([O:17][CH3:18])=[O:16])[CH2:12]2)=[CH:7][CH:6]=1. (2) Given the product [CH2:8]([NH:12][C:13]1[N:21]=[C:20]2[C:16]([N:17]=[C:18]([O:22][CH3:23])[N:19]2[CH2:26][CH2:27][CH2:28][CH2:29][CH:30]2[CH2:35][CH2:34][CH2:33][CH2:32][O:31]2)=[C:15]([NH2:24])[N:14]=1)[CH2:9][CH2:10][CH3:11], predict the reactants needed to synthesize it. The reactants are: FC(F)(F)C(O)=O.[CH2:8]([NH:12][C:13]1[NH:21][C:20]2[C:16]([N:17]=[C:18]([O:22][CH3:23])[N:19]=2)=[C:15]([NH2:24])[N:14]=1)[CH2:9][CH2:10][CH3:11].Br[CH2:26][CH2:27][CH2:28][CH2:29][CH:30]1[CH2:35][CH2:34][CH2:33][CH2:32][O:31]1. (3) Given the product [CH3:21][O:22][C:23](=[O:42])[CH2:24][CH2:25][C:26]1[CH:31]=[CH:30][C:29]([O:32][CH2:33][CH2:34][C@@H:35]([O:15][C:12]2[CH:13]=[CH:14][C:9]([CH2:7][CH3:8])=[CH:10][C:11]=2[C:16]2[O:17][CH:18]=[CH:19][CH:20]=2)[CH3:36])=[CH:28][C:27]=1[CH3:1], predict the reactants needed to synthesize it. The reactants are: [C:1](=O)([O-])[O-].[Cs+].[Cs+].[CH2:7]([C:9]1[CH:14]=[CH:13][C:12]([OH:15])=[C:11]([C:16]2[O:17][CH:18]=[CH:19][CH:20]=2)[CH:10]=1)[CH3:8].[CH3:21][O:22][C:23](=[O:42])[CH2:24][CH2:25][C:26]1[CH:31]=[CH:30][C:29]([O:32][CH2:33][CH2:34][C@@H:35](OS(C)(=O)=O)[CH3:36])=[CH:28][CH:27]=1. (4) Given the product [CH2:17]([NH:16][C:11]1=[N:12][C:13](=[O:15])[S:14]/[C:10]/1=[CH:9]\[CH:6]1[CH2:7][CH2:8][N:3]([CH2:27][C:28]2[CH:33]=[CH:32][CH:31]=[C:30]([C:34]([F:35])([F:36])[F:37])[CH:29]=2)[CH2:4][CH2:5]1)[C:18]#[CH:19], predict the reactants needed to synthesize it. The reactants are: Cl.Cl.[NH:3]1[CH2:8][CH2:7][CH:6](/[CH:9]=[C:10]2/[C:11]([NH:16][CH2:17][C:18]#[CH:19])=[N:12][C:13](=[O:15])[S:14]/2)[CH2:5][CH2:4]1.C(=O)([O-])[O-].[K+].[K+].Br[CH2:27][C:28]1[CH:33]=[CH:32][CH:31]=[C:30]([C:34]([F:37])([F:36])[F:35])[CH:29]=1.O. (5) Given the product [F:20][C:21]1[CH:26]=[CH:25][C:24]([O:30][CH3:31])=[C:23]([C:3]2[C:4]3[CH2:5][CH2:6][N:7]([CH3:19])[CH2:8][C:9]=3[C:10]3[NH:15][C:14](=[O:16])[C:13](=[N:17][OH:18])[C:11]=3[CH:12]=2)[CH:22]=1, predict the reactants needed to synthesize it. The reactants are: Cl.Br[C:3]1[C:4]2[CH2:5][CH2:6][N:7]([CH3:19])[CH2:8][C:9]=2[C:10]2[NH:15][C:14](=[O:16])[C:13](=[N:17][OH:18])[C:11]=2[CH:12]=1.[F:20][C:21]1[CH:22]=[CH:23][C:24]([O:30][CH3:31])=[C:25](B(O)O)[CH:26]=1.P([O-])([O-])([O-])=O.[K+].[K+].[K+].O. (6) Given the product [N:15]1[CH:20]=[CH:19][N:18]=[CH:17][C:16]=1[NH:21][C:22](=[O:28])[CH:23]([NH:27][C:6](=[O:8])[C@H:5]([C:4]1[CH:10]=[C:11]([F:13])[CH:12]=[C:2]([F:1])[CH:3]=1)[OH:9])[CH2:24][CH2:25][CH3:26], predict the reactants needed to synthesize it. The reactants are: [F:1][C:2]1[CH:3]=[C:4]([CH:10]=[C:11]([F:13])[CH:12]=1)[CH:5]([OH:9])[C:6]([OH:8])=O.Cl.[N:15]1[CH:20]=[CH:19][N:18]=[CH:17][C:16]=1[NH:21][C:22](=[O:28])[CH:23]([NH2:27])[CH2:24][CH2:25][CH3:26].C1C=CC2N(O)N=NC=2C=1.CCN=C=NCCCN(C)C.Cl. (7) Given the product [Br:1][C:2]1[S:10][C:9]2[C:4](=[N:5][CH:6]=[C:7]([C:12]([OH:14])=[O:13])[C:8]=2[OH:11])[CH:3]=1, predict the reactants needed to synthesize it. The reactants are: [Br:1][C:2]1[S:10][C:9]2[C:4](=[N:5][CH:6]=[C:7]([C:12]([O:14]CC)=[O:13])[C:8]=2[OH:11])[CH:3]=1.C(O)(=O)C.